From a dataset of Forward reaction prediction with 1.9M reactions from USPTO patents (1976-2016). Predict the product of the given reaction. (1) Given the reactants [Cl:1][C:2]1[C:3]([O:11][CH3:12])=[N:4][C:5]([O:9][CH3:10])=[C:6]([Cl:8])[CH:7]=1.[Li+].CC([N-]C(C)C)C.[C:21](OCC)(=[O:27])[C:22]([O:24][CH2:25][CH3:26])=[O:23].[Cl-].[NH4+], predict the reaction product. The product is: [Cl:8][C:6]1[C:5]([O:9][CH3:10])=[N:4][C:3]([O:11][CH3:12])=[C:2]([Cl:1])[C:7]=1[C:21](=[O:27])[C:22]([O:24][CH2:25][CH3:26])=[O:23]. (2) Given the reactants [OH:1][CH2:2][CH2:3][CH2:4][CH2:5][C:6]#[C:7][C:8]1[CH:13]=[CH:12][C:11]([CH:14]=[CH:15][C:16]2[C:25]3[C:20](=[CH:21][CH:22]=[CH:23][CH:24]=3)[C:19]([CH:26]=[CH:27][C:28]3[CH:33]=[CH:32][C:31]([C:34]#[C:35][CH2:36][CH2:37][CH2:38][CH2:39][OH:40])=[CH:30][CH:29]=3)=[CH:18][CH:17]=2)=[CH:10][CH:9]=1, predict the reaction product. The product is: [OH:1][CH2:2][CH2:3][CH2:4][CH2:5][CH2:6][CH2:7][C:8]1[CH:9]=[CH:10][C:11]([CH2:14][CH2:15][C:16]2[C:25]3[C:20](=[CH:21][CH:22]=[CH:23][CH:24]=3)[C:19]([CH2:26][CH2:27][C:28]3[CH:33]=[CH:32][C:31]([CH2:34][CH2:35][CH2:36][CH2:37][CH2:38][CH2:39][OH:40])=[CH:30][CH:29]=3)=[CH:18][CH:17]=2)=[CH:12][CH:13]=1.